Dataset: Full USPTO retrosynthesis dataset with 1.9M reactions from patents (1976-2016). Task: Predict the reactants needed to synthesize the given product. Given the product [Br:1][C:2]1[C:3]([CH2:10][OH:11])=[N:4][N:5]([CH:7]([F:8])[F:9])[CH:6]=1, predict the reactants needed to synthesize it. The reactants are: [Br:1][C:2]1[C:3]([C:10](OCC)=[O:11])=[N:4][N:5]([CH:7]([F:9])[F:8])[CH:6]=1.[BH4-].[Na+].